Dataset: Reaction yield outcomes from USPTO patents with 853,638 reactions. Task: Predict the reaction yield, written as a fraction of the theoretical maximum amount of product (1.0 means a 100% yield; for example, 0.34 means a 34% yield). (1) The reactants are [OH:1][C:2]([C:5]1[CH:17]=[C:16]2[C:8]([C:9]3[C:10](B4OC(C)(C)C(C)(C)O4)=[CH:11][CH:12]=[C:13]([C:18]([NH2:20])=[O:19])[C:14]=3[NH:15]2)=[CH:7][CH:6]=1)([CH3:4])[CH3:3].Br[C:31]1[C:32]([CH3:50])=[C:33]([N:37]2[C:46](=[O:47])[C:45]3[C:40](=[C:41]([F:48])[CH:42]=[CH:43][CH:44]=3)[NH:39][C:38]2=[O:49])[CH:34]=[CH:35][CH:36]=1.C(=O)([O-])[O-].[K+].[K+]. The catalyst is C1COCC1.C1C=CC([P]([Pd]([P](C2C=CC=CC=2)(C2C=CC=CC=2)C2C=CC=CC=2)([P](C2C=CC=CC=2)(C2C=CC=CC=2)C2C=CC=CC=2)[P](C2C=CC=CC=2)(C2C=CC=CC=2)C2C=CC=CC=2)(C2C=CC=CC=2)C2C=CC=CC=2)=CC=1. The product is [F:48][C:41]1[CH:42]=[CH:43][CH:44]=[C:45]2[C:40]=1[NH:39][C:38](=[O:49])[N:37]([C:33]1[C:32]([CH3:50])=[C:31]([C:10]3[C:9]4[C:8]5[C:16](=[CH:17][C:5]([C:2]([OH:1])([CH3:4])[CH3:3])=[CH:6][CH:7]=5)[NH:15][C:14]=4[C:13]([C:18]([NH2:20])=[O:19])=[CH:12][CH:11]=3)[CH:36]=[CH:35][CH:34]=1)[C:46]2=[O:47]. The yield is 0.130. (2) The reactants are [Br:1][C:2]1[CH:7]=[CH:6][C:5]([N:8]2[C:13]3[N:14]([CH3:21])[C:15](=[O:20])[C:16]([CH3:19])=[C:17]([OH:18])[C:12]=3[C:11](=[O:22])[N:10]([CH:23]3[CH2:25][CH2:24]3)[C:9]2=[O:26])=[CH:4][CH:3]=1.C(#N)C.[S:30](Cl)([C:33]1[CH:39]=[CH:38][C:36]([CH3:37])=[CH:35][CH:34]=1)(=[O:32])=[O:31]. The catalyst is C(N(CC)CC)C. The product is [Br:1][C:2]1[CH:7]=[CH:6][C:5]([N:8]2[C:13]3[N:14]([CH3:21])[C:15](=[O:20])[C:16]([CH3:19])=[C:17]([O:18][S:30]([C:33]4[CH:39]=[CH:38][C:36]([CH3:37])=[CH:35][CH:34]=4)(=[O:32])=[O:31])[C:12]=3[C:11](=[O:22])[N:10]([CH:23]3[CH2:24][CH2:25]3)[C:9]2=[O:26])=[CH:4][CH:3]=1. The yield is 0.740. (3) No catalyst specified. The product is [Br:8][C:5]1[CH:6]=[CH:7][C:2]([O:12][CH:9]([CH3:11])[CH3:10])=[N:3][CH:4]=1. The yield is 0.760. The reactants are Br[C:2]1[CH:7]=[CH:6][C:5]([Br:8])=[CH:4][N:3]=1.[CH:9]([OH:12])([CH3:11])[CH3:10]. (4) The reactants are [N+:1]([C:4]1[CH:9]=[CH:8][CH:7]=[CH:6][C:5]=1B(O)O)([O-:3])=[O:2].[CH2:13]([O:20][C:21]1[CH:22]=[CH:23][C:24](Br)=[N:25][CH:26]=1)[C:14]1[CH:19]=[CH:18][CH:17]=[CH:16][CH:15]=1.C(=O)([O-])[O-].[K+].[K+].O. The yield is 0.517. The catalyst is CN(C=O)C.[Cu]I. The product is [CH2:13]([O:20][C:21]1[CH:22]=[CH:23][C:24]([C:5]2[CH:6]=[CH:7][CH:8]=[CH:9][C:4]=2[N+:1]([O-:3])=[O:2])=[N:25][CH:26]=1)[C:14]1[CH:15]=[CH:16][CH:17]=[CH:18][CH:19]=1. (5) The reactants are [O:1]=[CH:2][C@H:3]([C@@H:5]([C@H:7]([CH2:9][OH:10])[OH:8])[OH:6])[OH:4].[O-]S([O-])(=O)=O.[Mg+2].OS(O)(=O)=O.Cl.[O-]P([O-])([O-])=O.[K+].[K+].[K+].[CH3:31][C:32]([CH3:34])=O. The catalyst is O. The product is [OH:1][CH2:2][C@@H:3]1[O:4][C@@H:9]2[C@@H:7]([O:8][C:32]([CH3:34])([CH3:31])[O:10]2)[C@@H:5]1[OH:6]. The yield is 0.520. (6) The reactants are [CH:1]1([NH:4][C:5]2[N:13]=[C:12]([NH:14]C(=O)C(C)C)[N:11]=[C:10]3[C:6]=2[N:7]=[CH:8][N:9]3[C@@H:20]2[CH2:24][C@H:23]([CH2:25][OH:26])[CH:22]=[CH:21]2)[CH2:3][CH2:2]1.[OH-].[Na+].COC(C)(C)C.[OH:35][S:36]([OH:39])(=[O:38])=[O:37]. The catalyst is C(O)(C)C. The product is [CH2:2]1[CH:1]([NH:4][C:5]2[C:6]3[N:7]=[CH:8][N:9]([C@H:20]4[CH:21]=[CH:22][C@@H:23]([CH2:25][OH:26])[CH2:24]4)[C:10]=3[N:11]=[C:12]([NH2:14])[N:13]=2)[CH2:3]1.[CH2:2]1[CH:1]([NH:4][C:5]2[C:6]3[N:7]=[CH:8][N:9]([C@H:20]4[CH:21]=[CH:22][C@@H:23]([CH2:25][OH:26])[CH2:24]4)[C:10]=3[N:11]=[C:12]([NH2:14])[N:13]=2)[CH2:3]1.[OH:38][S:36]([OH:39])(=[O:37])=[O:35]. The yield is 0.970. (7) The reactants are [CH:1]1([CH2:8][CH2:9][NH:10][C:11](=[O:58])[C@H:12]([CH3:57])[C@H:13]([C@@H:16]2[CH2:20][CH2:19][CH2:18][N:17]2[C:21](=[O:56])[CH2:22][C@@H:23]([O:54][CH3:55])[C@@H:24]([N:29]([CH3:53])[C:30](=[O:52])[C@@H:31]([NH:35][C:36]([C@@:38]2([CH3:51])[CH2:43][CH2:42][CH2:41][CH2:40][N:39]2C(OC(C)(C)C)=O)=[O:37])[CH:32]([CH3:34])[CH3:33])[C@@H:25]([CH3:28])[CH2:26][CH3:27])[O:14][CH3:15])[CH:7]=[CH:6][CH:5]=[CH:4][CH:3]=[CH:2]1.[ClH:59]. The catalyst is O1CCOCC1. The yield is 0.830. The product is [ClH:59].[CH:1]1([CH2:8][CH2:9][NH:10][C:11](=[O:58])[C@H:12]([CH3:57])[C@H:13]([C@@H:16]2[CH2:20][CH2:19][CH2:18][N:17]2[C:21](=[O:56])[CH2:22][C@@H:23]([O:54][CH3:55])[C@@H:24]([N:29]([CH3:53])[C:30](=[O:52])[C@@H:31]([NH:35][C:36]([C@@:38]2([CH3:51])[CH2:43][CH2:42][CH2:41][CH2:40][NH:39]2)=[O:37])[CH:32]([CH3:34])[CH3:33])[C@@H:25]([CH3:28])[CH2:26][CH3:27])[O:14][CH3:15])[CH:2]=[CH:3][CH:4]=[CH:5][CH:6]=[CH:7]1.